From a dataset of Full USPTO retrosynthesis dataset with 1.9M reactions from patents (1976-2016). Predict the reactants needed to synthesize the given product. (1) Given the product [CH:1]1([C:7]2[C:15]3[C:10](=[CH:11][C:12]([C:16]([OH:18])=[O:17])=[CH:13][CH:14]=3)[N:9]([CH2:30][C:29]3[CH:28]=[C:27]([Br:26])[CH:34]=[C:33]([Br:35])[CH:32]=3)[C:8]=2[C:20]2[CH:25]=[CH:24][CH:23]=[CH:22][CH:21]=2)[CH2:2][CH2:3][CH2:4][CH2:5][CH2:6]1, predict the reactants needed to synthesize it. The reactants are: [CH:1]1([C:7]2[C:15]3[C:10](=[CH:11][C:12]([C:16]([O:18]C)=[O:17])=[CH:13][CH:14]=3)[NH:9][C:8]=2[C:20]2[CH:25]=[CH:24][CH:23]=[CH:22][CH:21]=2)[CH2:6][CH2:5][CH2:4][CH2:3][CH2:2]1.[Br:26][C:27]1[CH:28]=[C:29]([CH:32]=[C:33]([Br:35])[CH:34]=1)[CH2:30]Br. (2) Given the product [CH:20]([N:23]1[C:27]([C:2]2[N:3]=[C:4]3[C:10]4[CH:11]=[CH:12][C:13]([C:15]([OH:17])=[O:16])=[CH:14][C:9]=4[O:8][CH2:7][CH2:6][N:5]3[CH:19]=2)=[CH:26][CH:25]=[N:24]1)([CH3:22])[CH3:21], predict the reactants needed to synthesize it. The reactants are: I[C:2]1[N:3]=[C:4]2[C:10]3[CH:11]=[CH:12][C:13]([C:15]([O:17]C)=[O:16])=[CH:14][C:9]=3[O:8][CH2:7][CH2:6][N:5]2[CH:19]=1.[CH:20]([N:23]1[C:27](B2OC(C)(C)C(C)(C)O2)=[CH:26][CH:25]=[N:24]1)([CH3:22])[CH3:21].C(=O)([O-])[O-].[K+].[K+].C(#N)C. (3) Given the product [C:15]([O:14][C:12]([N:9]1[CH2:10][CH2:11][CH:6]([NH:19][C:20]2[CH:28]=[CH:27][C:23]([C:24]([OH:26])=[O:25])=[C:22]([Cl:29])[CH:21]=2)[CH2:7][CH2:8]1)=[O:13])([CH3:18])([CH3:17])[CH3:16], predict the reactants needed to synthesize it. The reactants are: C(O)(=O)C.O=[C:6]1[CH2:11][CH2:10][N:9]([C:12]([O:14][C:15]([CH3:18])([CH3:17])[CH3:16])=[O:13])[CH2:8][CH2:7]1.[NH2:19][C:20]1[CH:28]=[CH:27][C:23]([C:24]([OH:26])=[O:25])=[C:22]([Cl:29])[CH:21]=1.C([BH3-])#N.[Na+]. (4) Given the product [C:8]([O:12][C:13](=[O:32])[CH2:14][CH2:15][NH:16][S:17]([C:20]1[CH:29]=[C:28]2[C:23]([C:24]([Cl:31])=[CH:25][N:26]=[C:27]2[NH:4][C:3]([NH2:5])=[NH:2])=[CH:22][CH:21]=1)(=[O:18])=[O:19])([CH3:11])([CH3:9])[CH3:10], predict the reactants needed to synthesize it. The reactants are: Cl.[NH2:2][C:3]([NH2:5])=[NH:4].[H-].[Na+].[C:8]([O:12][C:13](=[O:32])[CH2:14][CH2:15][NH:16][S:17]([C:20]1[CH:29]=[C:28]2[C:23]([C:24]([Cl:31])=[CH:25][N:26]=[C:27]2Cl)=[CH:22][CH:21]=1)(=[O:19])=[O:18])([CH3:11])([CH3:10])[CH3:9]. (5) Given the product [CH3:6][N:7]1[CH:11]=[C:10]([C:12]2[CH:13]=[C:14]([C:18]3[N:19]=[CH:20][C:21]([C:24]4[CH:25]=[N:26][N:27]([CH:29]5[CH2:34][CH2:33][N:32]([C:1](=[O:3])[CH3:2])[CH2:31][CH2:30]5)[CH:28]=4)=[CH:22][N:23]=3)[CH:15]=[CH:16][CH:17]=2)[CH:9]=[N:8]1, predict the reactants needed to synthesize it. The reactants are: [C:1](Cl)(=[O:3])[CH3:2].Cl.[CH3:6][N:7]1[CH:11]=[C:10]([C:12]2[CH:13]=[C:14]([C:18]3[N:23]=[CH:22][C:21]([C:24]4[CH:25]=[N:26][N:27]([CH:29]5[CH2:34][CH2:33][NH:32][CH2:31][CH2:30]5)[CH:28]=4)=[CH:20][N:19]=3)[CH:15]=[CH:16][CH:17]=2)[CH:9]=[N:8]1. (6) Given the product [CH3:10][C:8]1[S:9][C:5]([C:3]2[N:16]=[C:14]([NH:13][C:17]3[CH:18]=[C:19]([CH:23]=[CH:24][C:25]=3[O:26][C:27]([F:29])([F:28])[F:30])[C:20]([NH2:22])=[O:21])[S:15][CH:2]=2)=[C:6]([CH3:11])[N:7]=1, predict the reactants needed to synthesize it. The reactants are: Br[CH2:2][C:3]([C:5]1[S:9][C:8]([CH3:10])=[N:7][C:6]=1[CH3:11])=O.Br.[NH:13]([C:17]1[CH:18]=[C:19]([CH:23]=[CH:24][C:25]=1[O:26][C:27]([F:30])([F:29])[F:28])[C:20]([NH2:22])=[O:21])[C:14]([NH2:16])=[S:15]. (7) Given the product [Cl:1][C:2]1[CH:3]=[C:4]2[C:8](=[CH:9][CH:10]=1)[N:7]([CH2:11][C:12]([OH:14])=[O:13])[C:6]([CH3:16])=[C:5]2[CH2:17][C:18]1[CH:23]=[CH:22][C:21](=[O:24])[N:20]([CH2:25][C:26]2[CH:31]=[CH:30][C:29]([F:32])=[CH:28][C:27]=2[F:33])[CH:19]=1, predict the reactants needed to synthesize it. The reactants are: [Cl:1][C:2]1[CH:3]=[C:4]2[C:8](=[CH:9][CH:10]=1)[N:7]([CH2:11][C:12]([O:14]C)=[O:13])[C:6]([CH3:16])=[C:5]2[CH2:17][C:18]1[CH:23]=[CH:22][C:21](=[O:24])[N:20]([CH2:25][C:26]2[CH:31]=[CH:30][C:29]([F:32])=[CH:28][C:27]=2[F:33])[CH:19]=1.O.[OH-].[Li+].